From a dataset of Full USPTO retrosynthesis dataset with 1.9M reactions from patents (1976-2016). Predict the reactants needed to synthesize the given product. Given the product [F:12][C:13]([F:21])([F:20])[CH2:14][CH2:15][Si:16]([C:5]#[CH:6])([CH:22]([CH3:24])[CH3:23])[CH:9]([CH3:10])[CH3:8], predict the reactants needed to synthesize it. The reactants are: C[Si]([C:5]#[CH:6])(C)C.C([Li])[CH2:8][CH2:9][CH3:10].[F:12][C:13]([F:21])([F:20])[CH2:14][CH2:15][Si:16](Cl)(Cl)Cl.[CH:22]([Li])([CH3:24])[CH3:23].[Cl-].[NH4+].